From a dataset of Forward reaction prediction with 1.9M reactions from USPTO patents (1976-2016). Predict the product of the given reaction. (1) Given the reactants CC(N)CC1C=CC=CC=1.OP(O)(O)=O.[F:16][C:17]1[CH:18]=[C:19](B(O)O)[CH:20]=[CH:21][CH:22]=1.Br[C:27]1[C:32]([Cl:33])=[CH:31][C:30]([N:34]2[C:43]3[C:38](=[CH:39][C:40]([S:44]([NH:47][C:48]4[CH:52]=[CH:51][O:50][N:49]=4)(=[O:46])=[O:45])=[CH:41][CH:42]=3)[CH:37]=[CH:36][C:35]2=[NH:53])=[C:29]([O:54][CH3:55])[CH:28]=1.P([O-])([O-])([O-])=O.[K+].[K+].[K+].C(O)(C(F)(F)F)=O, predict the reaction product. The product is: [Cl:33][C:32]1[CH:31]=[C:30]([N:34]2[C:43]3[C:38](=[CH:39][C:40]([S:44]([NH:47][C:48]4[CH:52]=[CH:51][O:50][N:49]=4)(=[O:45])=[O:46])=[CH:41][CH:42]=3)[CH:37]=[CH:36][C:35]2=[NH:53])[C:29]([O:54][CH3:55])=[CH:28][C:27]=1[C:19]1[CH:20]=[CH:21][CH:22]=[C:17]([F:16])[CH:18]=1. (2) Given the reactants C(OC([N:8]1[CH2:11][CH:10]([C:12]2[N:16]=[C:15]([C:17]3[CH:22]=[CH:21][CH:20]=[CH:19][N:18]=3)[NH:14][N:13]=2)[CH2:9]1)=O)(C)(C)C.[ClH:23], predict the reaction product. The product is: [ClH:23].[NH:8]1[CH2:11][CH:10]([C:12]2[N:16]=[C:15]([C:17]3[CH:22]=[CH:21][CH:20]=[CH:19][N:18]=3)[NH:14][N:13]=2)[CH2:9]1. (3) The product is: [CH3:13][C:11]([CH3:12])=[CH:10][CH2:9][CH2:8]/[C:7](/[CH3:6])=[CH:14]/[CH2:15][CH2:12]/[C:11](/[CH3:13])=[CH:10]/[CH2:9][CH2:8]/[CH:7]=[C:14](/[CH2:18][CH2:35]/[CH:16]=[C:17](/[CH2:18][CH2:19][CH:20]1[O:1][C:21]1([CH3:22])[CH3:26])\[CH3:36])\[CH3:15].[CH3:6][C@@H:7]([C@@H:14]1[C@@:18]2([CH3:35])[CH2:19][CH2:20][C:21]3[C@@:26]4([CH3:34])[CH2:27][CH2:28][C@H:29]([OH:33])[C:30]([CH3:32])([CH3:31])[C@@H:25]4[CH2:24][CH2:23][C:22]=3[C@:17]2([CH3:36])[CH2:16][CH2:15]1)[CH2:8][CH2:9][CH:10]=[C:11]([CH3:12])[CH3:13]. Given the reactants [OH-:1].[K+].CO.O.[CH3:6][C@@H:7]([C@@H:14]1[C@@:18]2([CH3:35])[CH2:19][CH2:20][C:21]3[C@@:26]4([CH3:34])[CH2:27][CH2:28][C@H:29]([OH:33])[C:30]([CH3:32])([CH3:31])[C@@H:25]4[CH2:24][CH2:23][C:22]=3[C@:17]2([CH3:36])[CH2:16][CH2:15]1)[CH2:8][CH2:9][CH:10]=[C:11]([CH3:13])[CH3:12], predict the reaction product. (4) Given the reactants [F:1][C:2]([F:30])([F:29])[O:3][C:4]1[CH:5]=[C:6]2[C:11](=[C:12]([C:14]#[C:15][Si](C)(C)C)[CH:13]=1)[O:10][CH:9]([C:20]([F:23])([F:22])[F:21])[C:8]([C:24]([O:26][CH2:27][CH3:28])=[O:25])=[CH:7]2.CCCC[N+](CCCC)(CCCC)CCCC.[F-].[NH4+].[Cl-], predict the reaction product. The product is: [C:14]([C:12]1[CH:13]=[C:4]([O:3][C:2]([F:30])([F:1])[F:29])[CH:5]=[C:6]2[C:11]=1[O:10][CH:9]([C:20]([F:23])([F:22])[F:21])[C:8]([C:24]([O:26][CH2:27][CH3:28])=[O:25])=[CH:7]2)#[CH:15]. (5) The product is: [CH3:10][C@@H:11]1[N:12]([C:2]2[CH:9]=[CH:8][C:5]([C:6]#[N:7])=[CH:4][CH:3]=2)[CH2:13][CH2:14][O:15][CH2:16]1. Given the reactants F[C:2]1[CH:9]=[CH:8][C:5]([C:6]#[N:7])=[CH:4][CH:3]=1.[CH3:10][C@H:11]1[CH2:16][O:15][CH2:14][CH2:13][NH:12]1.C([O-])([O-])=O.[K+].[K+], predict the reaction product.